Dataset: Full USPTO retrosynthesis dataset with 1.9M reactions from patents (1976-2016). Task: Predict the reactants needed to synthesize the given product. (1) The reactants are: CC1N=C(N2C(=O)N(CC3C=CC(C(F)(F)F)=CC=3)N=C2)SC=1C(O)=O.[F:27][C:28]1[CH:49]=[CH:48][C:31]([CH2:32][N:33]2[C:37](=[O:38])[N:36]([C:39]3[S:40][C:41]([C:45](O)=[O:46])=[C:42]([CH3:44])[N:43]=3)[CH:35]=[N:34]2)=[CH:30][CH:29]=1.Cl.[S:51]1[CH:55]=[CH:54][N:53]=[C:52]1[CH2:56][NH2:57]. Given the product [F:27][C:28]1[CH:49]=[CH:48][C:31]([CH2:32][N:33]2[C:37](=[O:38])[N:36]([C:39]3[S:40][C:41]([C:45]([NH:57][CH2:56][C:52]4[S:51][CH:55]=[CH:54][N:53]=4)=[O:46])=[C:42]([CH3:44])[N:43]=3)[CH:35]=[N:34]2)=[CH:30][CH:29]=1, predict the reactants needed to synthesize it. (2) Given the product [F:36][C:37]1[CH:45]=[CH:44][CH:43]=[C:42]2[C:38]=1[CH:39]=[C:40]([C:2]1[C:7](=[O:8])[N:6]([CH3:9])[CH:5]=[C:4]([C:10]3[C:11]([N:30]([CH3:35])[S:31]([CH3:34])(=[O:33])=[O:32])=[CH:12][C:13]4[O:17][C:16]([C:18]5[CH:23]=[CH:22][C:21]([F:24])=[CH:20][CH:19]=5)=[C:15]([C:25]([NH:27][CH3:28])=[O:26])[C:14]=4[CH:29]=3)[CH:3]=1)[NH:41]2, predict the reactants needed to synthesize it. The reactants are: Br[C:2]1[C:7](=[O:8])[N:6]([CH3:9])[CH:5]=[C:4]([C:10]2[C:11]([N:30]([CH3:35])[S:31]([CH3:34])(=[O:33])=[O:32])=[CH:12][C:13]3[O:17][C:16]([C:18]4[CH:23]=[CH:22][C:21]([F:24])=[CH:20][CH:19]=4)=[C:15]([C:25]([NH:27][CH3:28])=[O:26])[C:14]=3[CH:29]=2)[CH:3]=1.[F:36][C:37]1[CH:45]=[CH:44][CH:43]=[C:42]2[C:38]=1[CH:39]=[C:40](B1OC(C)(C)C(C)(C)O1)[NH:41]2. (3) Given the product [Cl:24][CH2:25][C:26]([NH:1][C:2]1[S:3][C:4]([C:8]2[CH:13]=[CH:12][N:11]=[C:10]([NH:14][C:15]3[CH:20]=[CH:19][CH:18]=[C:17]([N+:21]([O-:23])=[O:22])[CH:16]=3)[N:9]=2)=[C:5]([CH3:7])[N:6]=1)=[O:27], predict the reactants needed to synthesize it. The reactants are: [NH2:1][C:2]1[S:3][C:4]([C:8]2[CH:13]=[CH:12][N:11]=[C:10]([NH:14][C:15]3[CH:20]=[CH:19][CH:18]=[C:17]([N+:21]([O-:23])=[O:22])[CH:16]=3)[N:9]=2)=[C:5]([CH3:7])[N:6]=1.[Cl:24][CH2:25][C:26](Cl)=[O:27].N1C=CC=CC=1.CC#N. (4) Given the product [ClH:81].[ClH:81].[CH2:1]([O:8][C:9]1[C:10]([NH:16][C:17]2[S:18][CH:19]=[C:20]([CH3:22])[N:21]=2)=[N:11][CH:12]=[C:13]([S:80][C:76]2[N:75]([CH3:74])[CH:79]=[CH:78][N:77]=2)[CH:14]=1)[C:2]1[CH:7]=[CH:6][CH:5]=[CH:4][CH:3]=1, predict the reactants needed to synthesize it. The reactants are: [CH2:1]([O:8][C:9]1[C:10]([NH:16][C:17]2[S:18][CH:19]=[C:20]([CH3:22])[N:21]=2)=[N:11][CH:12]=[C:13](Br)[CH:14]=1)[C:2]1[CH:7]=[CH:6][CH:5]=[CH:4][CH:3]=1.C1(P(C2C=CC=CC=2)C2C3OC4C(=CC=CC=4P(C4C=CC=CC=4)C4C=CC=CC=4)C(C)(C)C=3C=CC=2)C=CC=CC=1.C(N(C(C)C)C(C)C)C.[CH3:74][N:75]1[CH:79]=[CH:78][N:77]=[C:76]1[SH:80].[ClH:81]. (5) Given the product [NH2:21][C:16]1[CH:17]=[N:18][CH:19]=[CH:20][C:15]=1[C@@H:13]1[O:12][C@H:11]([CH3:24])[C@@:10]([CH2:26][O:27][Si:28]([C:31]([CH3:32])([CH3:33])[CH3:34])([CH3:29])[CH3:30])([OH:25])[C@H:9]([O:8][Si:1]([C:4]([CH3:5])([CH3:7])[CH3:6])([CH3:2])[CH3:3])[CH2:14]1, predict the reactants needed to synthesize it. The reactants are: [Si:1]([O:8][C@@H:9]1[CH2:14][C@H:13]([C:15]2[CH:20]=[CH:19][N:18]=[CH:17][C:16]=2[N+:21]([O-])=O)[O:12][C@H:11]([CH3:24])[C@@:10]1([CH2:26][O:27][Si:28]([C:31]([CH3:34])([CH3:33])[CH3:32])([CH3:30])[CH3:29])[OH:25])([C:4]([CH3:7])([CH3:6])[CH3:5])([CH3:3])[CH3:2]. (6) The reactants are: [OH:1][C:2]1[CH:11]=[CH:10][CH:9]=[C:8]2[C:3]=1[C:4](=[O:28])[N:5]([C:22]1[CH:27]=[CH:26][CH:25]=[CH:24][CH:23]=1)[C:6]([C@@H:12]([NH:14][C:15](=[O:21])[O:16][C:17]([CH3:20])([CH3:19])[CH3:18])[CH3:13])=[N:7]2.C(=O)([O-])[O-].[Cs+].[Cs+].Cl.Cl[CH2:37][CH2:38][N:39]1[CH2:44][CH2:43][O:42][CH2:41][CH2:40]1.CCOC(C)=O. Given the product [O:42]1[CH2:43][CH2:44][N:39]([CH2:38][CH2:37][O:1][C:2]2[CH:11]=[CH:10][CH:9]=[C:8]3[C:3]=2[C:4](=[O:28])[N:5]([C:22]2[CH:27]=[CH:26][CH:25]=[CH:24][CH:23]=2)[C:6]([C@@H:12]([NH:14][C:15](=[O:21])[O:16][C:17]([CH3:19])([CH3:20])[CH3:18])[CH3:13])=[N:7]3)[CH2:40][CH2:41]1, predict the reactants needed to synthesize it. (7) Given the product [Cl:35][C:36]1[CH:42]=[C:41]([O:43][C:44]2[C:45]3[N:52]([CH3:53])[CH:51]=[CH:50][C:46]=3[N:47]=[CH:48][N:49]=2)[CH:40]=[CH:39][C:37]=1[NH:38][C:26]([NH:11][C:10]1[CH:12]=[C:13]([C:15]([F:16])([F:18])[F:17])[CH:14]=[C:8]([CH2:7][N:1]2[CH2:6][CH2:5][O:4][CH2:3][CH2:2]2)[CH:9]=1)=[O:27], predict the reactants needed to synthesize it. The reactants are: [N:1]1([CH2:7][C:8]2[CH:9]=[C:10]([CH:12]=[C:13]([C:15]([F:18])([F:17])[F:16])[CH:14]=2)[NH2:11])[CH2:6][CH2:5][O:4][CH2:3][CH2:2]1.N1C=CC=CC=1.Cl[C:26](OC1C=CC=CC=1)=[O:27].[Cl:35][C:36]1[CH:42]=[C:41]([O:43][C:44]2[C:45]3[N:52]([CH3:53])[CH:51]=[CH:50][C:46]=3[N:47]=[CH:48][N:49]=2)[CH:40]=[CH:39][C:37]=1[NH2:38]. (8) Given the product [F:1][C:2]([F:20])([F:19])[C:3]1[CH:4]=[C:5]([C:7]2[CH:17]=[CH:16][C:10]3[O:11][CH2:12][C:13](=[O:15])[NH:14][C:9]=3[CH:8]=2)[N:29]([C:24]2[CH:25]=[CH:26][CH:27]=[CH:28][C:23]=2[C:22]([F:21])([F:32])[F:31])[N:30]=1, predict the reactants needed to synthesize it. The reactants are: [F:1][C:2]([F:20])([F:19])[C:3](O)=[CH:4][C:5]([C:7]1[CH:17]=[CH:16][C:10]2[O:11][CH2:12][C:13](=[O:15])[NH:14][C:9]=2[CH:8]=1)=O.[F:21][C:22]([F:32])([F:31])[C:23]1[CH:28]=[CH:27][CH:26]=[CH:25][C:24]=1[NH:29][NH2:30].